This data is from Forward reaction prediction with 1.9M reactions from USPTO patents (1976-2016). The task is: Predict the product of the given reaction. (1) Given the reactants O=[CH:2][CH2:3][CH2:4][CH2:5][C:6]([O:8][CH3:9])=[O:7].[C:10]([O:14][C:15]([NH:17][C@@H:18]([CH2:28][C:29]1[CH:34]=[CH:33][CH:32]=[CH:31][CH:30]=1)[C:19](=[O:27])[CH2:20]P(=O)(OC)OC)=[O:16])([CH3:13])([CH3:12])[CH3:11].C([O-])([O-])=O.[K+].[K+], predict the reaction product. The product is: [C:10]([O:14][C:15]([NH:17][C@@H:18]([CH2:28][C:29]1[CH:30]=[CH:31][CH:32]=[CH:33][CH:34]=1)[C:19](=[O:27])/[CH:20]=[CH:2]/[CH2:3][CH2:4][CH2:5][C:6]([O:8][CH3:9])=[O:7])=[O:16])([CH3:11])([CH3:12])[CH3:13]. (2) Given the reactants [C:1]1([C:7]2([C:14]3[CH:19]=[CH:18][CH:17]=[CH:16][CH:15]=3)[CH2:12][CH2:11][C:10](=[O:13])[CH2:9][CH2:8]2)[CH:6]=[CH:5][CH:4]=[CH:3][CH:2]=1.[Br:20]C1CC(C(C)C)CCC1=O, predict the reaction product. The product is: [Br:20][CH:11]1[CH2:12][C:7]([C:14]2[CH:19]=[CH:18][CH:17]=[CH:16][CH:15]=2)([C:1]2[CH:2]=[CH:3][CH:4]=[CH:5][CH:6]=2)[CH2:8][CH2:9][C:10]1=[O:13]. (3) Given the reactants [C:1]([N:8]1[CH2:15][CH2:14][CH2:13][C@H:9]1[C:10]([OH:12])=[O:11])([O:3][C:4]([CH3:7])([CH3:6])[CH3:5])=[O:2].Br[CH2:17][C:18]([C:20]1[CH:25]=[CH:24][C:23]([Br:26])=[CH:22][CH:21]=1)=[O:19].CCN(C(C)C)C(C)C, predict the reaction product. The product is: [N:8]1([C:1]([O:3][C:4]([CH3:7])([CH3:6])[CH3:5])=[O:2])[CH2:15][CH2:14][CH2:13][C@H:9]1[C:10]([O:12][CH2:17][C:18]([C:20]1[CH:25]=[CH:24][C:23]([Br:26])=[CH:22][CH:21]=1)=[O:19])=[O:11].